Dataset: Full USPTO retrosynthesis dataset with 1.9M reactions from patents (1976-2016). Task: Predict the reactants needed to synthesize the given product. (1) Given the product [CH2:1]([O:8][C:9]1[CH:17]=[CH:16][CH:15]=[C:14]([O:18][CH2:19][CH2:20][CH:21]=[CH2:22])[C:10]=1[C:11]([N:24]([CH3:25])[CH3:23])=[O:12])[C:2]1[CH:7]=[CH:6][CH:5]=[CH:4][CH:3]=1, predict the reactants needed to synthesize it. The reactants are: [CH2:1]([O:8][C:9]1[CH:17]=[CH:16][CH:15]=[C:14]([O:18][CH2:19][CH2:20][CH:21]=[CH2:22])[C:10]=1[C:11](Cl)=[O:12])[C:2]1[CH:7]=[CH:6][CH:5]=[CH:4][CH:3]=1.[CH3:23][NH:24][CH3:25]. (2) Given the product [C:36]([O:35][C@@H:20]1[C:21]([CH3:34])=[CH:22][C@H:23]2[C@@:28]([OH:29])([C@@H:27]([CH3:30])[CH2:26][CH2:25][C@H:24]2[C:31]([CH3:33])=[CH2:32])[C@H:19]1[OH:18])(=[O:38])[CH3:37], predict the reactants needed to synthesize it. The reactants are: ClC1C2N(C)O[C@H]3N[C@H](C([O:18][C@@H:19]4[C@:28]5([OH:29])[C@H:23]([C@H:24]([C:31]([CH3:33])=[CH2:32])[CH2:25][CH2:26][C@H:27]5[CH3:30])[CH:22]=[C:21]([CH3:34])[C@H:20]4[O:35][C:36](=[O:38])[CH3:37])=O)C[C@@]3(O)C=2C=CC=1.C(N(CC)CC)C. (3) Given the product [Cl:1][C:2]1[CH:7]=[CH:6][CH:5]=[C:4]([CH:8]2[CH2:11][CH2:10][CH2:9]2)[C:3]=1[C:12]([N:14]1[C:22]2[C:17](=[N:18][CH:19]=[CH:20][CH:21]=2)[C:16]([C:72]2[C:71]([F:82])=[CH:70][C:64]([C:65]([O:67][CH2:68][CH3:69])=[O:66])=[CH:63][C:62]=2[F:61])=[N:15]1)=[O:13], predict the reactants needed to synthesize it. The reactants are: [Cl:1][C:2]1[CH:7]=[CH:6][CH:5]=[C:4]([CH:8]2[CH2:11][CH2:10][CH2:9]2)[C:3]=1[C:12]([N:14]1[C:22]2[C:17](=[N:18][CH:19]=[CH:20][CH:21]=2)[C:16](I)=[N:15]1)=[O:13].COC1C=CC=C(OC)C=1C1C=CC=CC=1P(C1CCCCC1)C1CCCCC1.P([O-])([O-])([O-])=O.[K+].[K+].[K+].[F:61][C:62]1[CH:63]=[C:64]([CH:70]=[C:71]([F:82])[C:72]=1B1OC(C)(C)C(C)(C)O1)[C:65]([O:67][CH2:68][CH3:69])=[O:66].